From a dataset of Full USPTO retrosynthesis dataset with 1.9M reactions from patents (1976-2016). Predict the reactants needed to synthesize the given product. The reactants are: [OH:1][C:2]1[CH:7]=[CH:6][C:5]([S:8][C:9]2[CH:14]=[CH:13][C:12]([C:15](=[O:17])[CH3:16])=[CH:11][CH:10]=2)=[CH:4][CH:3]=1.[OH:18]O.O. Given the product [OH:1][C:2]1[CH:7]=[CH:6][C:5]([S:8]([C:9]2[CH:14]=[CH:13][C:12]([C:15](=[O:17])[CH3:16])=[CH:11][CH:10]=2)=[O:18])=[CH:4][CH:3]=1, predict the reactants needed to synthesize it.